From a dataset of Reaction yield outcomes from USPTO patents with 853,638 reactions. Predict the reaction yield, written as a fraction of the theoretical maximum amount of product (1.0 means a 100% yield; for example, 0.34 means a 34% yield). (1) The reactants are [O:1]=[C:2]1[N:6]([C:7]2[CH:8]=[CH:9][C:10]3[C:16](=[O:17])[CH2:15][CH2:14][CH2:13][O:12][C:11]=3[CH:18]=2)[CH2:5][CH:4]([CH2:19]OS(C)(=O)=O)[O:3]1.[N-:25]=[N+:26]=[N-:27].[Na+].CN(C=O)C. The catalyst is O. The product is [N:25]([CH2:19][CH:4]1[O:3][C:2](=[O:1])[N:6]([C:7]2[CH:8]=[CH:9][C:10]3[C:16](=[O:17])[CH2:15][CH2:14][CH2:13][O:12][C:11]=3[CH:18]=2)[CH2:5]1)=[N+:26]=[N-:27]. The yield is 0.950. (2) The reactants are [CH2:1]([O:8][C:9](=[O:34])[NH:10][C@@H:11]1[C:14](=[O:15])[N:13]([CH2:16][C:17]2[CH:22]=[CH:21][C:20]([O:23][CH3:24])=[CH:19][C:18]=2[O:25][CH3:26])[C@@H:12]1[C@@H:27]1[CH2:31][O:30]C(C)(C)[O:28]1)[C:2]1[CH:7]=[CH:6][CH:5]=[CH:4][CH:3]=1.CC1C=CC(S(O)(=O)=O)=CC=1.O.C([O-])(O)=O.[Na+]. The catalyst is C1COCC1.O. The product is [CH2:1]([O:8][C:9](=[O:34])[NH:10][C@@H:11]1[C:14](=[O:15])[N:13]([CH2:16][C:17]2[CH:22]=[CH:21][C:20]([O:23][CH3:24])=[CH:19][C:18]=2[O:25][CH3:26])[C@@H:12]1[C@@H:27]([OH:28])[CH2:31][OH:30])[C:2]1[CH:7]=[CH:6][CH:5]=[CH:4][CH:3]=1. The yield is 0.980. (3) The reactants are C(OC(=O)[NH:7][C:8]12[CH2:15][CH:14]3[CH2:16][C:10]([CH2:17][N:18]4[CH2:23][CH2:22][S:21][CH2:20][CH2:19]4)([CH2:11][CH:12]1[CH2:13]3)[CH2:9]2)(C)(C)C.[ClH:25]. The catalyst is CCOC(C)=O. The product is [ClH:25].[N:18]1([CH2:17][C:10]23[CH2:16][CH:14]4[CH2:13][CH:12]([CH2:11]2)[C:8]([NH2:7])([CH2:15]4)[CH2:9]3)[CH2:23][CH2:22][S:21][CH2:20][CH2:19]1. The yield is 0.880. (4) The reactants are C[O:2][C:3](=[O:13])[CH:4]=[CH:5][CH2:6][N:7]1[CH2:12][CH2:11][CH2:10][CH2:9][CH2:8]1.[ClH:14]. No catalyst specified. The product is [ClH:14].[N:7]1([CH2:6][CH:5]=[CH:4][C:3]([OH:13])=[O:2])[CH2:12][CH2:11][CH2:10][CH2:9][CH2:8]1. The yield is 0.170. (5) The reactants are C=CC(O)=O.C(O)C(N)(CO)CO.Cl.COC(C1C=CC(O)=CC=1)=O.[CH:26]1[N:30]([CH2:31][O:32][CH:33]([CH2:36][OH:37])[CH2:34][OH:35])[C:29]2[N:38]=[C:39]([NH2:43])[N:40]=[C:41]([O-:42])[C:28]=2[N:27]=1.[Na+]. No catalyst specified. The product is [CH:26]1[N:30]([CH2:31][O:32][CH:33]([CH2:36][OH:37])[CH2:34][OH:35])[C:29]2[N:38]=[C:39]([NH2:43])[N:40]=[C:41]([OH:42])[C:28]=2[N:27]=1. The yield is 0.0200. (6) The reactants are [Cl-].O[NH3+:3].[C:4](=[O:7])([O-])[OH:5].[Na+].CS(C)=O.[CH3:13][C:14]1([CH3:50])[CH2:18][C:17]2[CH:19]=[C:20]([N:23]3[C:28](=[O:29])[C:27]([CH2:30][C:31]4[CH:36]=[CH:35][C:34]([C:37]5[C:38]([C:43]#[N:44])=[CH:39][CH:40]=[CH:41][CH:42]=5)=[CH:33][C:32]=4[F:45])=[C:26]([CH2:46][CH2:47][CH3:48])[N:25]=[C:24]3[CH3:49])[CH:21]=[CH:22][C:16]=2[O:15]1. The catalyst is C(OCC)(=O)C. The product is [CH3:13][C:14]1([CH3:50])[CH2:18][C:17]2[CH:19]=[C:20]([N:23]3[C:28](=[O:29])[C:27]([CH2:30][C:31]4[CH:36]=[CH:35][C:34]([C:37]5[CH:42]=[CH:41][CH:40]=[CH:39][C:38]=5[C:43]5[NH:3][C:4](=[O:7])[O:5][N:44]=5)=[CH:33][C:32]=4[F:45])=[C:26]([CH2:46][CH2:47][CH3:48])[N:25]=[C:24]3[CH3:49])[CH:21]=[CH:22][C:16]=2[O:15]1. The yield is 0.700. (7) The reactants are F[C:2]1[CH:3]=[C:4]2[C:8](=[CH:9][CH:10]=1)[NH:7][CH:6]=[C:5]2[CH:11]1[CH2:15][C:14](=[O:16])[NH:13][C:12]1=[O:17].[CH3:18][O:19]C1C=C2C(=CC=1)NC=C2.C1(=O)NC(=O)C=C1. No catalyst specified. The product is [CH3:18][O:19][C:2]1[CH:3]=[C:4]2[C:8](=[CH:9][CH:10]=1)[NH:7][CH:6]=[C:5]2[CH:11]1[CH2:15][C:14](=[O:16])[NH:13][C:12]1=[O:17]. The yield is 0.510. (8) The reactants are [C:1]([O:5][C:6]([N:8]1[C:16]2[C:11](=[C:12]([CH2:18]O)[CH:13]=[C:14]([Cl:17])[CH:15]=2)[CH:10]=[CH:9]1)=[O:7])([CH3:4])([CH3:3])[CH3:2].[CH3:20][O:21][C:22](=[O:35])[CH2:23][CH2:24][N:25]1[C:29]2[CH:30]=[CH:31][CH:32]=[CH:33][C:28]=2[NH:27][C:26]1=[O:34].C1(P(C2C=CC=CC=2)C2C=CC=CC=2)C=CC=CC=1.N(C(OC(C)C)=O)=NC(OC(C)C)=O. The catalyst is O1CCCC1. The product is [C:1]([O:5][C:6]([N:8]1[C:16]2[C:11](=[C:12]([CH2:18][N:27]3[C:28]4[CH:33]=[CH:32][CH:31]=[CH:30][C:29]=4[N:25]([CH2:24][CH2:23][C:22]([O:21][CH3:20])=[O:35])[C:26]3=[O:34])[CH:13]=[C:14]([Cl:17])[CH:15]=2)[CH:10]=[CH:9]1)=[O:7])([CH3:2])([CH3:3])[CH3:4]. The yield is 0.470. (9) The yield is 0.880. No catalyst specified. The product is [CH3:36][C:22]1[N:21]=[C:20]([C:18]2[CH:17]=[CH:16][N:15]=[C:14]([C:11]3[S:10][C:9]([S:6]([NH2:5])(=[O:7])=[O:8])=[CH:13][CH:12]=3)[CH:19]=2)[CH:25]=[C:24]([C:26]2[CH:31]=[CH:30][C:29]([C:32]([F:35])([F:33])[F:34])=[CH:28][CH:27]=2)[CH:23]=1. The reactants are C([NH:5][S:6]([C:9]1[S:10][C:11]([C:14]2[CH:19]=[C:18]([C:20]3[CH:25]=[C:24]([C:26]4[CH:31]=[CH:30][C:29]([C:32]([F:35])([F:34])[F:33])=[CH:28][CH:27]=4)[CH:23]=[C:22]([CH3:36])[N:21]=3)[CH:17]=[CH:16][N:15]=2)=[CH:12][CH:13]=1)(=[O:8])=[O:7])(C)(C)C.C(O)(C(F)(F)F)=O.